Dataset: Forward reaction prediction with 1.9M reactions from USPTO patents (1976-2016). Task: Predict the product of the given reaction. (1) Given the reactants [C:1]1([O:9][CH3:10])[C:2](=[CH:5][CH:6]=[CH:7][CH:8]=1)[O:3][CH3:4].C([Li])CCC.[Cl:16][C:17]1[CH:18]=[CH:19][C:20]2[N:25]=C(C)[O:23][C:22](=O)[C:21]=2[CH:28]=1, predict the reaction product. The product is: [NH2:25][C:20]1[CH:19]=[CH:18][C:17]([Cl:16])=[CH:28][C:21]=1[C:22]([C:8]1[CH:7]=[CH:6][CH:5]=[C:2]([O:3][CH3:4])[C:1]=1[O:9][CH3:10])=[O:23]. (2) Given the reactants [N:1]1[CH:6]=[CH:5][CH:4]=[CH:3][C:2]=1C(O)=O.C1(P(N=[N+]=[N-])(C2C=CC=CC=2)=[O:17])C=CC=CC=1.C([N:29]([CH2:32]C)CC)C, predict the reaction product. The product is: [N:29]([C:2]1[CH:3]=[CH:4][CH:5]=[CH:6][N:1]=1)=[C:32]=[O:17].